This data is from Full USPTO retrosynthesis dataset with 1.9M reactions from patents (1976-2016). The task is: Predict the reactants needed to synthesize the given product. (1) Given the product [Cl:1][C:2]1[C:8]([F:9])=[CH:7][C:5]([NH:6][C:12](=[O:13])[O:14][CH2:15][CH3:16])=[C:4]([F:10])[CH:3]=1, predict the reactants needed to synthesize it. The reactants are: [Cl:1][C:2]1[C:8]([F:9])=[CH:7][C:5]([NH2:6])=[C:4]([F:10])[CH:3]=1.Cl[C:12]([O:14][CH2:15][CH3:16])=[O:13]. (2) Given the product [CH:27]([N:25]1[CH2:26][C:23]([NH2:20])([CH3:40])[CH2:24]1)([C:34]1[CH:39]=[CH:38][CH:37]=[CH:36][CH:35]=1)[C:28]1[CH:29]=[CH:30][CH:31]=[CH:32][CH:33]=1, predict the reactants needed to synthesize it. The reactants are: C1(P(C2C=CC=CC=2)C2C=CC=CC=2)C=CC=CC=1.[N:20]([C:23]1([CH3:40])[CH2:26][N:25]([CH:27]([C:34]2[CH:39]=[CH:38][CH:37]=[CH:36][CH:35]=2)[C:28]2[CH:33]=[CH:32][CH:31]=[CH:30][CH:29]=2)[CH2:24]1)=[N+]=[N-]. (3) Given the product [Cl:39][C:40]1[CH:41]=[CH:42][C:43]([N:51]2[CH:55]=[N:54][N:53]=[N:52]2)=[C:44](/[CH:46]=[CH:47]/[C:6]([N:8]2[CH2:12][C@@H:11]([CH:13]3[CH2:14][CH2:15][N:16]([S:19]([CH3:22])(=[O:20])=[O:21])[CH2:17][CH2:18]3)[CH2:10][C@H:9]2[C:23]([NH:26][C:27]2[CH:28]=[CH:29][C:30]([C:31]([O:33][CH2:34][CH:35]=[CH2:36])=[O:32])=[CH:37][CH:38]=2)=[O:25])=[O:7])[CH:45]=1.[Cl:39][C:40]1[CH:41]=[CH:42][C:43]([N:51]2[CH:55]=[N:54][N:53]=[N:52]2)=[C:44](/[CH:46]=[CH:47]/[C:48]([N:8]2[CH2:12][C@@H:11]([CH:13]3[CH2:18][CH2:17][N:16]([S:19]([CH3:22])(=[O:21])=[O:20])[CH2:15][CH2:14]3)[CH2:10][C@H:9]2[C:23]([NH:26][C:27]2[CH:28]=[CH:29][C:30]([C:31]([OH:33])=[O:32])=[CH:37][CH:38]=2)=[O:24])=[O:50])[CH:45]=1, predict the reactants needed to synthesize it. The reactants are: CC(O[C:6]([N:8]1[CH2:12][C@@H:11]([CH:13]2[CH2:18][CH2:17][N:16]([S:19]([CH3:22])(=[O:21])=[O:20])[CH2:15][CH2:14]2)[CH2:10][C@H:9]1[C:23]([OH:25])=[O:24])=[O:7])(C)C.[NH2:26][C:27]1[CH:38]=[CH:37][C:30]([C:31]([O:33][CH2:34][CH:35]=[CH2:36])=[O:32])=[CH:29][CH:28]=1.[Cl:39][C:40]1[CH:41]=[CH:42][C:43]([N:51]2[CH:55]=[N:54][N:53]=[N:52]2)=[C:44](/[CH:46]=[CH:47]/[C:48]([OH:50])=O)[CH:45]=1.CN1C(=O)CC(=O)N(C)C1=O. (4) Given the product [O:45]1[CH2:50][CH2:49][CH2:48][C:47]([C:18]2[N:17]=[C:16]([NH:15][C:13]([NH:12][C:7]3[C:6]4[C:11](=[C:2]([F:1])[CH:3]=[CH:4][CH:5]=4)[N:10]=[CH:9][CH:8]=3)=[O:14])[CH:21]=[CH:20][CH:19]=2)=[CH:46]1, predict the reactants needed to synthesize it. The reactants are: [F:1][C:2]1[CH:3]=[CH:4][CH:5]=[C:6]2[C:11]=1[N:10]=[CH:9][CH:8]=[C:7]2[NH:12][C:13]([NH:15][C:16]1[CH:21]=[CH:20][CH:19]=[C:18](I)[N:17]=1)=[O:14].CC1(C)C(C)(C)OB(C2CCN(C(OC(C)(C)C)=O)CC=2)O1.[O:45]1[CH:50]=[C:49](B2OC(C)(C)C(C)(C)O2)[CH2:48][CH2:47][CH2:46]1. (5) Given the product [C:8]1([C:8]2[N:6]=[C:8]([CH2:9][CH2:10][C:11]3[CH:11]=[CH:10][CH:9]=[C:8]([C:3]4[CH:2]=[CH:11][CH:10]=[CH:9][CH:8]=4)[N:6]=3)[CH:11]=[CH:10][CH:9]=2)[CH:2]=[CH:3][CH:11]=[CH:10][CH:9]=1, predict the reactants needed to synthesize it. The reactants are: Br[CH2:2][CH2:3]Br.[Cl-].[NH4+:6].O1[CH2:11][CH2:10][CH2:9][CH2:8]1. (6) The reactants are: F[C:2]1[CH:12]=[CH:11][C:5]([C:6]([O:8][CH2:9][CH3:10])=[O:7])=[CH:4][CH:3]=1.[NH:13]1[CH2:19][CH2:18][CH2:17][NH:16][CH2:15][CH2:14]1. Given the product [N:13]1([C:2]2[CH:12]=[CH:11][C:5]([C:6]([O:8][CH2:9][CH3:10])=[O:7])=[CH:4][CH:3]=2)[CH2:19][CH2:18][CH2:17][NH:16][CH2:15][CH2:14]1, predict the reactants needed to synthesize it. (7) Given the product [CH2:1]([C:6]1[CH:13]=[CH:12][C:9](/[CH:10]=[CH:22]/[C:23]([O:25][CH2:26][CH3:27])=[O:24])=[CH:8][CH:7]=1)[CH2:2][CH2:3][CH2:4][CH3:5], predict the reactants needed to synthesize it. The reactants are: [CH2:1]([C:6]1[CH:13]=[CH:12][C:9]([CH:10]=O)=[CH:8][CH:7]=1)[CH2:2][CH2:3][CH2:4][CH3:5].C(OP([CH2:22][C:23]([O:25][CH2:26][CH3:27])=[O:24])(OCC)=O)C.[H-].[Na+]. (8) Given the product [CH:2]1([CH2:5][O:6][C:7]2[CH:12]=[C:11]([F:13])[C:10]([O:14][CH3:15])=[CH:9][C:8]=2[C:16]2[C:17]3[NH:25][C:24]([CH3:26])=[C:23]([C:27]([NH:29][CH:30]4[CH2:31][CH2:32][N:33]([C:40](=[O:39])[CH2:41][OH:42])[CH2:34][CH2:35]4)=[O:28])[C:18]=3[N:19]=[C:20]([CH3:22])[N:21]=2)[CH2:4][CH2:3]1, predict the reactants needed to synthesize it. The reactants are: Cl.[CH:2]1([CH2:5][O:6][C:7]2[CH:12]=[C:11]([F:13])[C:10]([O:14][CH3:15])=[CH:9][C:8]=2[C:16]2[C:17]3[NH:25][C:24]([CH3:26])=[C:23]([C:27]([NH:29][CH:30]4[CH2:35][CH2:34][NH:33][CH2:32][CH2:31]4)=[O:28])[C:18]=3[N:19]=[C:20]([CH3:22])[N:21]=2)[CH2:4][CH2:3]1.C([O:39][CH2:40][C:41](Cl)=[O:42])(=O)C. (9) Given the product [CH3:1][O:2][C:3]1[CH:4]=[C:5]2[C:10](=[CH:11][C:12]=1[O:13][CH3:14])[N:9]=[CH:8][CH:7]=[C:6]2[O:15][C:16]1[CH:22]=[CH:21][C:19]([NH:20][C:39]([NH:38][C:36](=[O:37])[C:31]2[CH:32]=[CH:33][CH:34]=[CH:35][C:30]=2[CH3:29])=[S:40])=[C:18]([N+:23]([O-:25])=[O:24])[CH:17]=1, predict the reactants needed to synthesize it. The reactants are: [CH3:1][O:2][C:3]1[CH:4]=[C:5]2[C:10](=[CH:11][C:12]=1[O:13][CH3:14])[N:9]=[CH:8][CH:7]=[C:6]2[O:15][C:16]1[CH:22]=[CH:21][C:19]([NH2:20])=[C:18]([N+:23]([O-:25])=[O:24])[CH:17]=1.C(O)C.[CH3:29][C:30]1[CH:35]=[CH:34][CH:33]=[CH:32][C:31]=1[C:36]([N:38]=[C:39]=[S:40])=[O:37]. (10) Given the product [C:23]([C:18]1([CH2:17][CH2:16][CH2:15][CH2:14][CH:13]([OH:26])[CH2:12][CH2:11][CH2:10][CH2:9][C:4]2([C:1]([OH:3])=[O:2])[CH2:8][CH2:7][CH2:6][CH2:5]2)[CH2:19][CH2:20][CH2:21][CH2:22]1)([OH:25])=[O:24], predict the reactants needed to synthesize it. The reactants are: [C:1]([C:4]1([CH2:9][CH2:10][CH2:11][CH2:12][C:13](=[O:26])[CH2:14][CH2:15][CH2:16][CH2:17][C:18]2([C:23]([OH:25])=[O:24])[CH2:22][CH2:21][CH2:20][CH2:19]2)[CH2:8][CH2:7][CH2:6][CH2:5]1)([OH:3])=[O:2].[OH-].[Na+].[BH4-].[Na+].